From a dataset of Peptide-MHC class I binding affinity with 185,985 pairs from IEDB/IMGT. Regression. Given a peptide amino acid sequence and an MHC pseudo amino acid sequence, predict their binding affinity value. This is MHC class I binding data. (1) The peptide sequence is TESDAIRTL. The MHC is HLA-B15:01 with pseudo-sequence HLA-B15:01. The binding affinity (normalized) is 0.0847. (2) The peptide sequence is GLIQYPTAW. The MHC is HLA-A02:03 with pseudo-sequence HLA-A02:03. The binding affinity (normalized) is 0.0847. (3) The peptide sequence is YQSMIRPPY. The MHC is HLA-C07:01 with pseudo-sequence HLA-C07:01. The binding affinity (normalized) is 0.0847. (4) The peptide sequence is HVVNYNGLL. The MHC is HLA-B27:03 with pseudo-sequence HLA-B27:03. The binding affinity (normalized) is 0.0847. (5) The peptide sequence is KVAGFAKFLK. The MHC is HLA-A68:01 with pseudo-sequence HLA-A68:01. The binding affinity (normalized) is 0.772. (6) The peptide sequence is AAIGLAWIP. The MHC is HLA-A02:01 with pseudo-sequence HLA-A02:01. The binding affinity (normalized) is 0.